Dataset: Forward reaction prediction with 1.9M reactions from USPTO patents (1976-2016). Task: Predict the product of the given reaction. (1) Given the reactants C(P(C(C)(C)C)C(C)(C)C)(C)(C)C.Br[C:15]1[CH:16]=[CH:17][C:18]2[N:23]([CH:24]3[CH2:28][CH2:27][N:26]([C:29]([O:31][C:32]([CH3:35])([CH3:34])[CH3:33])=[O:30])[CH2:25]3)[CH2:22][CH2:21][S:20][C:19]=2[CH:36]=1.CCCC[N+:41](CCCC)(CCCC)CCCC.[F-], predict the reaction product. The product is: [NH2:41][C:15]1[CH:16]=[CH:17][C:18]2[N:23]([CH:24]3[CH2:28][CH2:27][N:26]([C:29]([O:31][C:32]([CH3:35])([CH3:34])[CH3:33])=[O:30])[CH2:25]3)[CH2:22][CH2:21][S:20][C:19]=2[CH:36]=1. (2) Given the reactants Cl[C:2]1[C:11]2=[N:12][N:13](CC3C=CC(OC)=CC=3)[CH:14]=[C:10]2[C:9]2[CH:8]=[CH:7][C:6]([O:24][CH3:25])=[CH:5][C:4]=2[N:3]=1.[CH:26]1([N:29]2[CH2:34][CH2:33][N:32]([C:35]3[CH:41]=[CH:40][C:38]([NH2:39])=[CH:37][CH:36]=3)[CH2:31][CH2:30]2)[CH2:28][CH2:27]1.Cl, predict the reaction product. The product is: [CH:26]1([N:29]2[CH2:30][CH2:31][N:32]([C:35]3[CH:41]=[CH:40][C:38]([NH:39][C:2]4[C:11]5=[N:12][NH:13][CH:14]=[C:10]5[C:9]5[CH:8]=[CH:7][C:6]([O:24][CH3:25])=[CH:5][C:4]=5[N:3]=4)=[CH:37][CH:36]=3)[CH2:33][CH2:34]2)[CH2:28][CH2:27]1. (3) Given the reactants [NH:1]1[CH2:5][CH2:4][C@@H:3]([N:6]2[CH2:11][CH2:10][CH2:9][CH2:8][CH2:7]2)[CH2:2]1.[Cl:12][C:13]1[S:14][C:15]2[CH:21]=[C:20]([O:22][CH3:23])[CH:19]=[CH:18][C:16]=2[N:17]=1.C(N(CC)CC)C, predict the reaction product. The product is: [ClH:12].[ClH:12].[CH3:23][O:22][C:20]1[CH:19]=[CH:18][C:16]2[N:17]=[C:13]([N:1]3[CH2:5][CH2:4][C@@H:3]([N:6]4[CH2:7][CH2:8][CH2:9][CH2:10][CH2:11]4)[CH2:2]3)[S:14][C:15]=2[CH:21]=1.